From a dataset of Forward reaction prediction with 1.9M reactions from USPTO patents (1976-2016). Predict the product of the given reaction. (1) Given the reactants [Cl:1][C:2]1[C:3]([F:45])=[C:4]([C@@H:8]2[C@:12]([C:15]3[CH:20]=[CH:19][C:18]([Cl:21])=[CH:17][C:16]=3[F:22])([C:13]#[N:14])[C@H:11]([CH2:23][C:24]([CH3:27])([CH3:26])[CH3:25])[NH:10][C@H:9]2[C:28]([NH:30][C:31]2[CH:39]=[CH:38][C:34]([C:35]([OH:37])=[O:36])=[CH:33][C:32]=2[O:40][C:41](F)(F)F)=[O:29])[CH:5]=[CH:6][CH:7]=1.[CH3:46][CH:47]([CH3:51])[CH2:48][CH:49]=O, predict the reaction product. The product is: [Cl:1][C:2]1[C:3]([F:45])=[C:4]([C@H:8]2[C@H:9]3[N:10]([C@H:49]([CH2:48][CH:47]([CH3:51])[CH3:46])[N:30]([C:31]4[CH:39]=[CH:38][C:34]([C:35]([OH:37])=[O:36])=[CH:33][C:32]=4[O:40][CH3:41])[C:28]3=[O:29])[C@@H:11]([CH2:23][C:24]([CH3:26])([CH3:25])[CH3:27])[C@@:12]2([C:15]2[CH:20]=[CH:19][C:18]([Cl:21])=[CH:17][C:16]=2[F:22])[C:13]#[N:14])[CH:5]=[CH:6][CH:7]=1. (2) Given the reactants B.[Br:2][C:3]1[CH:8]=[CH:7][C:6]([CH2:9][CH2:10][C:11]([NH:13][CH3:14])=O)=[CH:5][CH:4]=1.CO.Cl, predict the reaction product. The product is: [Br:2][C:3]1[CH:4]=[CH:5][C:6]([CH2:9][CH2:10][CH2:11][NH:13][CH3:14])=[CH:7][CH:8]=1. (3) Given the reactants [Cl:1][C:2]1[CH:3]=[C:4]2[C:9](=[CH:10][C:11]=1[O:12][CH2:13][C:14]1[CH:19]=[CH:18][CH:17]=[CH:16][N:15]=1)[NH:8][C:7](=[O:20])[C:6]([CH:21]([NH:23]S(C(C)(C)C)=O)[CH3:22])=[CH:5]2.Cl, predict the reaction product. The product is: [ClH:1].[NH2:23][CH:21]([C:6]1[C:7](=[O:20])[NH:8][C:9]2[C:4]([CH:5]=1)=[CH:3][C:2]([Cl:1])=[C:11]([O:12][CH2:13][C:14]1[CH:19]=[CH:18][CH:17]=[CH:16][N:15]=1)[CH:10]=2)[CH3:22]. (4) Given the reactants [CH3:1][C:2]1[CH:7]=[CH:6][CH:5]=[CH:4][C:3]=1[CH:8]=[N:9][C:10]([O:12][Si](C)(C)C)=[CH2:11].[Br:17][C:18]1[CH:26]=[C:25]2[C:21](/[C:22](=[CH:28]/[C:29]3[CH:34]=[CH:33][CH:32]=[C:31]([Cl:35])[CH:30]=3)/[C:23](=[O:27])[NH:24]2)=[CH:20][CH:19]=1.CO, predict the reaction product. The product is: [Br:17][C:18]1[CH:26]=[C:25]2[NH:24][C:23](=[O:27])[C:22]3([CH:28]([C:29]4[CH:34]=[CH:33][CH:32]=[C:31]([Cl:35])[CH:30]=4)[CH2:12][C:10](=[O:11])[NH:9][CH:8]3[C:3]3[CH:4]=[CH:5][CH:6]=[CH:7][C:2]=3[CH3:1])[C:21]2=[CH:20][CH:19]=1. (5) Given the reactants [CH3:1][O:2][C:3]1[CH:8]=[CH:7][C:6]([S:9]([N:12]2[C:20]3[C:15](=[CH:16][CH:17]=[CH:18][CH:19]=3)[C:14]([C:21]#[N:22])=[CH:13]2)(=[O:11])=[O:10])=[CH:5][C:4]=1[N:23]1[CH2:28][CH2:27][N:26](C(=O)C(Cl)(Cl)Cl)[CH2:25][CH2:24]1.[OH-].[K+].ClCCl, predict the reaction product. The product is: [CH3:1][O:2][C:3]1[CH:8]=[CH:7][C:6]([S:9]([N:12]2[C:20]3[C:15](=[CH:16][CH:17]=[CH:18][CH:19]=3)[C:14]([C:21]#[N:22])=[CH:13]2)(=[O:10])=[O:11])=[CH:5][C:4]=1[N:23]1[CH2:28][CH2:27][NH:26][CH2:25][CH2:24]1. (6) Given the reactants [Br:1][C:2]1[CH:7]=[CH:6][C:5]([OH:8])=[C:4]([N+:9]([O-:11])=[O:10])[CH:3]=1.Br[CH2:13][C:14]([O:16][CH3:17])=[O:15].C(=O)([O-])[O-].[Cs+].[Cs+].[I-].[Na+], predict the reaction product. The product is: [Br:1][C:2]1[CH:7]=[CH:6][C:5]([O:8][CH2:13][C:14]([O:16][CH3:17])=[O:15])=[C:4]([N+:9]([O-:11])=[O:10])[CH:3]=1. (7) Given the reactants [CH3:1][N:2]1[CH2:19][CH2:18][C:5]2[N:6]([CH2:14][C:15](O)=[O:16])[C:7]3[CH:8]=[CH:9][C:10]([CH3:13])=[CH:11][C:12]=3[C:4]=2[CH2:3]1.C(Cl)(=O)C(Cl)=O.[NH:26]1[CH2:31][CH2:30][CH2:29][CH2:28][CH2:27]1, predict the reaction product. The product is: [CH3:1][N:2]1[CH2:19][CH2:18][C:5]2[N:6]([CH2:14][C:15]([N:26]3[CH2:31][CH2:30][CH2:29][CH2:28][CH2:27]3)=[O:16])[C:7]3[CH:8]=[CH:9][C:10]([CH3:13])=[CH:11][C:12]=3[C:4]=2[CH2:3]1. (8) The product is: [Cl:1][C:2]1[C:7]([F:8])=[CH:6][CH:5]=[C:4]([O:9][CH:10]([F:12])[F:11])[C:3]=1[C@H:13]([C:15]1[C:23]2[C:18](=[N:19][CH:20]=[C:21]([C:24]3[CH:25]=[N:26][N:27]([C@H:30]4[CH2:35][CH2:34][C@H:33]([N:42]([CH3:43])[CH2:41][C:40]([OH:44])=[O:39])[CH2:32][CH2:31]4)[C:28]=3[CH3:29])[CH:22]=2)[NH:17][CH:16]=1)[CH3:14]. Given the reactants [Cl:1][C:2]1[C:7]([F:8])=[CH:6][CH:5]=[C:4]([O:9][CH:10]([F:12])[F:11])[C:3]=1[C@H:13]([C:15]1[C:23]2[C:18](=[N:19][CH:20]=[C:21]([C:24]3[CH:25]=[N:26][N:27]([CH:30]4[CH2:35][CH2:34][C:33](=O)[CH2:32][CH2:31]4)[C:28]=3[CH3:29])[CH:22]=2)[NH:17][CH:16]=1)[CH3:14].Cl.C[O:39][C:40](=[O:44])[CH2:41][NH:42][CH3:43].C(O[BH-](OC(=O)C)OC(=O)C)(=O)C.[Na+].ClCCCl.C(N(CC)CC)C.O.[OH-].[Li+].CO, predict the reaction product. (9) Given the reactants Br[C:2]1[C:3]([N:22]2[CH2:26][CH2:25][C@@H:24]([OH:27])[CH2:23]2)=[N:4][CH:5]=[C:6]([CH:21]=1)[C:7]([NH:9][C:10]1[CH:15]=[CH:14][C:13]([O:16][C:17]([Cl:20])([F:19])[F:18])=[CH:12][CH:11]=1)=[O:8].[CH3:28][N:29]1[CH:33]=[CH:32][C:31](B2OC(C)(C)C(C)(C)O2)=[N:30]1, predict the reaction product. The product is: [Cl:20][C:17]([F:19])([F:18])[O:16][C:13]1[CH:14]=[CH:15][C:10]([NH:9][C:7](=[O:8])[C:6]2[CH:21]=[C:2]([C:31]3[CH:32]=[CH:33][N:29]([CH3:28])[N:30]=3)[C:3]([N:22]3[CH2:26][CH2:25][C@@H:24]([OH:27])[CH2:23]3)=[N:4][CH:5]=2)=[CH:11][CH:12]=1.